This data is from Forward reaction prediction with 1.9M reactions from USPTO patents (1976-2016). The task is: Predict the product of the given reaction. Given the reactants C(OC(N1C[CH2:12][N:11]([CH2:14][C:15]2[CH:20]=[CH:19][C:18]([C@@H:21]3[O:30][C:25]4=[N:26][CH:27]=[CH:28][CH:29]=[C:24]4[O:23][CH2:22]3)=[CH:17][CH:16]=2)[CH2:10][CH2:9]1)=O)(C)(C)C.C[O:32][C:33](=[O:41])[CH2:34][CH:35]1CCNC[CH2:36]1.O1C2C(=NC=CC=2)O[C@@H](C2C=CC(CN3CCC(C(O)=O)CC3)=CC=2)C1, predict the reaction product. The product is: [O:23]1[C:24]2[C:25](=[N:26][CH:27]=[CH:28][CH:29]=2)[O:30][C@@H:21]([C:18]2[CH:17]=[CH:16][C:15]([CH2:14][N:11]3[CH2:10][CH2:9][CH:35]([CH2:34][C:33]([OH:41])=[O:32])[CH2:36][CH2:12]3)=[CH:20][CH:19]=2)[CH2:22]1.